Dataset: Peptide-MHC class I binding affinity with 185,985 pairs from IEDB/IMGT. Task: Regression. Given a peptide amino acid sequence and an MHC pseudo amino acid sequence, predict their binding affinity value. This is MHC class I binding data. The peptide sequence is ETINEEAAEW. The MHC is HLA-B08:01 with pseudo-sequence HLA-B08:01. The binding affinity (normalized) is 0.